From a dataset of Full USPTO retrosynthesis dataset with 1.9M reactions from patents (1976-2016). Predict the reactants needed to synthesize the given product. (1) Given the product [C:16]([O:20][C:21](=[O:22])[NH:23][C@H:24]([C:25]1[N:9]([C@H:10]2[CH2:11][C@H:12]([O:14][CH3:15])[CH2:13]2)[C:4]2[CH:3]=[C:2]([F:1])[CH:7]=[CH:6][C:5]=2[N:8]=1)[CH3:28])([CH3:19])([CH3:18])[CH3:17], predict the reactants needed to synthesize it. The reactants are: [F:1][C:2]1[CH:3]=[C:4]([NH:9][C@H:10]2[CH2:13][C@H:12]([O:14][CH3:15])[CH2:11]2)[C:5]([NH2:8])=[CH:6][CH:7]=1.[C:16]([O:20][C:21]([NH:23][C@@H:24]([CH3:28])[C:25](O)=O)=[O:22])([CH3:19])([CH3:18])[CH3:17].C1C=NC2N(O)N=NC=2C=1.CCN=C=NCCCN(C)C.Cl. (2) Given the product [NH2:11][C:8]1[CH:9]=[C:10]2[C:5](=[CH:6][C:7]=1[N+:15]([O-:17])=[O:16])[N:4]([CH2:21][C:22]1[CH:27]=[CH:26][C:25]([Cl:28])=[CH:24][CH:23]=1)[C:3](=[O:18])[C:2]2([CH3:1])[CH3:19], predict the reactants needed to synthesize it. The reactants are: [CH3:1][C:2]1([CH3:19])[C:10]2[C:5](=[CH:6][C:7]([N+:15]([O-:17])=[O:16])=[C:8]([NH:11]C(=O)C)[CH:9]=2)[NH:4][C:3]1=[O:18].Br[CH2:21][C:22]1[CH:27]=[CH:26][C:25]([Cl:28])=[CH:24][CH:23]=1.C([O-])([O-])=O.[K+].[K+].